Dataset: Full USPTO retrosynthesis dataset with 1.9M reactions from patents (1976-2016). Task: Predict the reactants needed to synthesize the given product. Given the product [CH3:16][N:10]1[C:11]2[C:7](=[CH:6][CH:5]=[C:4]([N+:1]([O-:3])=[O:2])[CH:12]=2)[CH:8]=[N:9]1, predict the reactants needed to synthesize it. The reactants are: [N+:1]([C:4]1[CH:12]=[C:11]2[C:7]([CH:8]=[N:9][NH:10]2)=[CH:6][CH:5]=1)([O-:3])=[O:2].[H-].[Na+].I[CH3:16].